From a dataset of Forward reaction prediction with 1.9M reactions from USPTO patents (1976-2016). Predict the product of the given reaction. (1) Given the reactants Cl([O-])(=O)(=O)=O.[CH3:6][O:7][C:8]1[N:9]([C:29]2[CH:34]=[CH:33][CH:32]=[CH:31][CH:30]=2)[C:10]2[C:15](/[C:16](=[CH:18]\[C:19]3[S:20][C:21]4[CH:28]=[CH:27][CH:26]=[CH:25][C:22]=4[N+:23]=3[CH3:24])/[CH:17]=1)=[CH:14][CH:13]=[CH:12][CH:11]=2.[BH4-].[Na+].C(C1N(C2C=CC=CC=2)C2C(/C(=C\C3N(C)C4C=CC=CC=4S3)/C=1)=CC=CC=2)CCC, predict the reaction product. The product is: [CH3:6][O:7][C:8]1[N:9]([C:29]2[CH:34]=[CH:33][CH:32]=[CH:31][CH:30]=2)[C:10]2[C:15](/[C:16](=[CH:18]\[CH:19]3[N:23]([CH3:24])[C:22]4[CH:25]=[CH:26][CH:27]=[CH:28][C:21]=4[S:20]3)/[CH:17]=1)=[CH:14][CH:13]=[CH:12][CH:11]=2. (2) Given the reactants [CH2:1]([O:3][C:4](=[O:9])[CH:5](Br)[CH2:6]Br)[CH3:2].[CH2:10]([NH:17][CH2:18][CH2:19][NH:20][CH2:21][C:22]1[CH:27]=[CH:26][CH:25]=[CH:24][CH:23]=1)[C:11]1[CH:16]=[CH:15][CH:14]=[CH:13][CH:12]=1.C(N(CC)CC)C, predict the reaction product. The product is: [CH2:1]([O:3][C:4]([CH:5]1[CH2:6][N:20]([CH2:21][C:22]2[CH:27]=[CH:26][CH:25]=[CH:24][CH:23]=2)[CH2:19][CH2:18][N:17]1[CH2:10][C:11]1[CH:16]=[CH:15][CH:14]=[CH:13][CH:12]=1)=[O:9])[CH3:2]. (3) The product is: [Cl:1][C:2]1[CH:29]=[CH:28][C:5]([CH2:6][N:7]2[C:15]3[C:10](=[CH:11][C:12]([CH:16]=[C:17]4[S:21][C:20]([N:38]5[CH2:39][CH2:40][N:35]([CH3:34])[CH2:36][CH2:37]5)=[N:19][C:18]4=[O:25])=[CH:13][CH:14]=3)[C:9]([C:26]#[N:27])=[N:8]2)=[C:4]([C:30]([F:32])([F:33])[F:31])[CH:3]=1. Given the reactants [Cl:1][C:2]1[CH:29]=[CH:28][C:5]([CH2:6][N:7]2[C:15]3[C:10](=[CH:11][C:12]([CH:16]=[C:17]4[S:21][C:20](SCC)=[N:19][C:18]4=[O:25])=[CH:13][CH:14]=3)[C:9]([C:26]#[N:27])=[N:8]2)=[C:4]([C:30]([F:33])([F:32])[F:31])[CH:3]=1.[CH3:34][N:35]1[CH2:40][CH2:39][NH:38][CH2:37][CH2:36]1, predict the reaction product. (4) The product is: [CH3:6][N:7]([CH2:9][C-:10]1[CH:14]=[CH:13][CH:12]=[C:11]1[CH2:22][N:23]([CH3:25])[CH3:24])[CH3:8].[CH-:15]1[CH:19]=[CH:18][CH:17]=[CH:16]1.[Fe+2:20]. Given the reactants C([Li])CCC.[CH3:6][N:7]([CH2:9][C-:10]1[CH:14]=[CH:13][CH:12]=[CH:11]1)[CH3:8].[CH-:15]1[CH:19]=[CH:18][CH:17]=[CH:16]1.[Fe+2:20].I[CH2:22][N:23]([CH3:25])[CH3:24], predict the reaction product.